From a dataset of Catalyst prediction with 721,799 reactions and 888 catalyst types from USPTO. Predict which catalyst facilitates the given reaction. (1) Reactant: [NH2:1][C:2]1[CH:3]=[N:4][C:5](Br)=[CH:6][N:7]=1.C1[CH2:11][CH:10]1[C:12]([NH2:14])=O.[C:15]([C:19]1[CH:20]=[C:21](B(O)O)[CH:22]=[CH:23][CH:24]=1)([O:17][CH3:18])=[O:16].C(N(CC)CC)C.CN([CH:38]=[O:39])C. Product: [NH2:1][C:2]1[N:7]=[CH:6][C:5]([C:23]2[CH:24]=[C:19]([CH:20]=[CH:21][CH:22]=2)[C:15]([O:17][CH3:18])=[O:16])=[N:4][C:3]=1[C:38]([NH:14][CH:12]1[CH2:10][CH2:11]1)=[O:39]. The catalyst class is: 13. (2) Reactant: [Cl:1][C:2]1[C:7]([N:8](C)[C:9](=O)C(C)(C)C)=[CH:6][CH:5]=[C:4]([C:16]2[S:17][C:18]3[CH:24]=[C:23]([O:25][CH3:26])[CH:22]=[CH:21][C:19]=3[N:20]=2)[N:3]=1.[F-].[Cs+].[O-]P([O-])([O-])=O.[K+].[K+].[K+]. Product: [Cl:1][C:2]1[C:7]([NH:8][CH3:9])=[CH:6][CH:5]=[C:4]([C:16]2[S:17][C:18]3[CH:24]=[C:23]([O:25][CH3:26])[CH:22]=[CH:21][C:19]=3[N:20]=2)[N:3]=1. The catalyst class is: 3. (3) Reactant: [CH:1]1[C:13]2[CH:12]([CH2:14][O:15][C:16](=[O:32])[N:17]([CH2:21][C:22]3[N:26]([CH3:27])[C:25]4[CH:28]=[CH:29][CH:30]=[CH:31][C:24]=4[N:23]=3)[CH2:18]C=O)[C:11]3[C:6](=[CH:7][CH:8]=[CH:9][CH:10]=3)[C:5]=2[CH:4]=[CH:3][CH:2]=1.[BH3-][C:34]#[N:35].[Na+].[C:37]([OH:40])(=[O:39])[CH3:38]. Product: [CH:1]1[C:13]2[CH:12]([CH2:14][O:15][C:16]([N:17]([CH2:21][C:22]3[N:26]([CH3:27])[C:25]4[CH:28]=[CH:29][CH:30]=[CH:31][C:24]=4[N:23]=3)[CH2:18][CH2:34][NH:35][C@@H:38]([C@@H:8]([CH3:7])[CH2:9][CH3:10])[C:37]([O:40][C:5]([CH3:6])([CH3:13])[CH3:4])=[O:39])=[O:32])[C:11]3[C:6](=[CH:7][CH:8]=[CH:9][CH:10]=3)[C:5]=2[CH:4]=[CH:3][CH:2]=1. The catalyst class is: 5.